From a dataset of Catalyst prediction with 721,799 reactions and 888 catalyst types from USPTO. Predict which catalyst facilitates the given reaction. (1) Reactant: [OH:1][C:2]1[CH:7]=[CH:6][C:5]([CH2:8][CH2:9][C:10]([O:12][CH2:13][CH3:14])=[O:11])=[CH:4][C:3]=1[O:15][CH2:16][CH3:17].[CH2:18](Br)[C:19]#[CH:20].C(=O)([O-])[O-].[K+].[K+].C(#N)C. Product: [CH2:16]([O:15][C:3]1[CH:4]=[C:5]([CH2:8][CH2:9][C:10]([O:12][CH2:13][CH3:14])=[O:11])[CH:6]=[CH:7][C:2]=1[O:1][CH2:20][C:19]#[CH:18])[CH3:17]. The catalyst class is: 13. (2) Reactant: [NH2:1][C:2]1[C:7]([CH2:8][OH:9])=[C:6]([C:10]2[CH2:11][N:12]([C:16]([O:18][C:19]([CH3:22])([CH3:21])[CH3:20])=[O:17])[CH2:13][CH2:14][CH:15]=2)[CH:5]=[C:4]([C:23]2[CH:28]=[CH:27][CH:26]=[CH:25][C:24]=2[O:29][CH2:30][C:31]2[CH:36]=[CH:35][C:34]([O:37][CH3:38])=[CH:33][CH:32]=2)[N:3]=1.C(N(CC)CC)C.Cl[C:47](Cl)([O:49]C(=O)OC(Cl)(Cl)Cl)Cl. Product: [CH3:38][O:37][C:34]1[CH:33]=[CH:32][C:31]([CH2:30][O:29][C:24]2[CH:25]=[CH:26][CH:27]=[CH:28][C:23]=2[C:4]2[CH:5]=[C:6]([C:10]3[CH2:11][N:12]([C:16]([O:18][C:19]([CH3:22])([CH3:21])[CH3:20])=[O:17])[CH2:13][CH2:14][CH:15]=3)[C:7]3[CH2:8][O:9][C:47](=[O:49])[NH:1][C:2]=3[N:3]=2)=[CH:36][CH:35]=1. The catalyst class is: 1. (3) Reactant: [OH:1][CH2:2][C:3]1[CH:26]=[CH:25][C:6]([CH2:7][NH:8][C:9](=[O:24])[CH2:10][CH2:11][C:12]2[CH:17]=[CH:16][C:15]([O:18][CH2:19][C:20]#[CH:21])=[C:14]([O:22][CH3:23])[CH:13]=2)=[CH:5][CH:4]=1.C(N(CC)CC)C.O1CCCC1.[CH3:39][S:40](Cl)(=[O:42])=[O:41]. The catalyst class is: 6. Product: [CH3:39][S:40]([O:1][CH2:2][C:3]1[CH:4]=[CH:5][C:6]([CH2:7][NH:8][C:9](=[O:24])[CH2:10][CH2:11][C:12]2[CH:17]=[CH:16][C:15]([O:18][CH2:19][C:20]#[CH:21])=[C:14]([O:22][CH3:23])[CH:13]=2)=[CH:25][CH:26]=1)(=[O:42])=[O:41]. (4) The catalyst class is: 134. Product: [CH3:12][CH:13]1[C:2]2[CH:10]=[CH:9][CH:8]=[CH:7][C:3]=2[C:4](=[O:5])[O:6]1. Reactant: Br[C:2]1[CH:10]=[CH:9][CH:8]=[CH:7][C:3]=1[C:4]([OH:6])=[O:5].[Li][CH2:12][CH2:13]CC.C(=O)C. (5) Reactant: [NH2:1][CH2:2][C@H:3]1[CH2:7][C@@H:6]([NH:8][S:9]([C:12]2[CH:17]=[C:16]([Cl:18])[CH:15]=[CH:14][C:13]=2[Cl:19])(=[O:11])=[O:10])[CH2:5][N:4]1[C:20](OC(C)(C)C)=O.[CH3:27][C:28]([CH3:33])([CH3:32])[C:29](Cl)=[O:30].Cl.CC[N:37](C(C)C)C(C)C.N#CBr.C(O)C(N)(CO)CO. Product: [C:20]([N:4]1[CH2:5][C@H:6]([NH:8][S:9]([C:12]2[CH:17]=[C:16]([Cl:18])[CH:15]=[CH:14][C:13]=2[Cl:19])(=[O:10])=[O:11])[CH2:7][C@@H:3]1[CH2:2][NH:1][C:29](=[O:30])[C:28]([CH3:33])([CH3:32])[CH3:27])#[N:37]. The catalyst class is: 135. (6) Reactant: [H-].[Na+].[S:3]1[CH:7]=[CH:6][CH:5]=[C:4]1[C:8]1[N:9]=[CH:10][NH:11][CH:12]=1.Br[CH2:14][CH2:15][C:16]([O:18][CH3:19])=[O:17]. Product: [S:3]1[CH:7]=[CH:6][CH:5]=[C:4]1[C:8]1[N:9]=[CH:10][N:11]([CH2:14][CH2:15][C:16]([O:18][CH3:19])=[O:17])[CH:12]=1. The catalyst class is: 3.